Dataset: Reaction yield outcomes from USPTO patents with 853,638 reactions. Task: Predict the reaction yield, written as a fraction of the theoretical maximum amount of product (1.0 means a 100% yield; for example, 0.34 means a 34% yield). (1) The yield is 0.400. The catalyst is C1(C)C=CC=CC=1. The product is [C:1]1([CH3:14])[CH:2]=[CH:3][C:4]([C:7]23[CH2:12][CH:11]2[CH2:10][C:9](=[O:13])[CH2:8]3)=[CH:5][CH:6]=1. The reactants are [C:1]1([CH3:14])[CH:6]=[CH:5][C:4]([C:7]#[C:8][CH:9]([OH:13])[CH2:10][CH:11]=[CH2:12])=[CH:3][CH:2]=1. (2) The reactants are CC1(C)C(C)(C)[O:5][B:4]([C:9]2[CH:14]=[CH:13][C:12]([C:15]3[O:16][CH:17]=[N:18][N:19]=3)=[CH:11][CH:10]=2)[O:3]1.I([O-])(=O)(=O)=O.[Na+].C(O)(=O)C. The catalyst is C1COCC1.O. The product is [O:16]1[CH:17]=[N:18][N:19]=[C:15]1[C:12]1[CH:11]=[CH:10][C:9]([B:4]([OH:5])[OH:3])=[CH:14][CH:13]=1. The yield is 0.860. (3) The reactants are [Cl:1][C:2]1[N:3]([CH2:10][CH2:11][C:12]2([CH3:15])[CH2:14][O:13]2)[CH:4]=[C:5]([N+:7]([O-:9])=[O:8])[N:6]=1.[Br:16][C:17]1[N:22]=[CH:21][C:20]([OH:23])=[CH:19][CH:18]=1. No catalyst specified. The product is [Br:16][C:17]1[N:22]=[CH:21][C:20]([O:23][CH2:14][C:12]([CH3:15])([OH:13])[CH2:11][CH2:10][N:3]2[CH:4]=[C:5]([N+:7]([O-:9])=[O:8])[N:6]=[C:2]2[Cl:1])=[CH:19][CH:18]=1. The yield is 0.700. (4) The reactants are [Cl:1][C:2]1[CH:23]=[CH:22][C:5]2[N:6]([CH2:13][C:14]3[CH:19]=[CH:18][C:17]([O:20][CH3:21])=[CH:16][CH:15]=3)[C:7](=[O:12])[CH2:8][NH:9][C:10](=O)[C:4]=2[CH:3]=1.O=P(Cl)(Cl)[Cl:26]. The catalyst is C1(C)C=CC=CC=1. The product is [Cl:26][C:10]1[C:4]2[CH:3]=[C:2]([Cl:1])[CH:23]=[CH:22][C:5]=2[N:6]([CH2:13][C:14]2[CH:19]=[CH:18][C:17]([O:20][CH3:21])=[CH:16][CH:15]=2)[C:7](=[O:12])[CH2:8][N:9]=1. The yield is 0.875. (5) The reactants are C(OC([N:8]1[CH2:13][CH2:12][C:11]([NH:29][C:30]([O:32][CH2:33][CH:34]=[CH2:35])=[O:31])([C:14](=[O:28])[NH:15][C:16]2[C:25]3[C:20](=[CH:21][CH:22]=[C:23]([O:26][CH3:27])[N:24]=3)[N:19]=[CH:18][CH:17]=2)[CH2:10][CH2:9]1)=O)(C)(C)C. The catalyst is FC(F)(F)C(O)=O. The product is [CH2:33]([O:32][C:30](=[O:31])[NH:29][C:11]1([C:14](=[O:28])[NH:15][C:16]2[C:25]3[C:20](=[CH:21][CH:22]=[C:23]([O:26][CH3:27])[N:24]=3)[N:19]=[CH:18][CH:17]=2)[CH2:12][CH2:13][NH:8][CH2:9][CH2:10]1)[CH:34]=[CH2:35]. The yield is 0.980. (6) The reactants are [Cl:1][C:2]1[C:11]([CH2:12][C:13]#[N:14])=[CH:10][CH:9]=[CH:8][C:3]=1[C:4]([O:6][CH3:7])=[O:5].[H-].[Na+].Br[CH2:18][CH2:19]Br. The catalyst is CS(C)=O. The product is [Cl:1][C:2]1[C:11]([C:12]2([C:13]#[N:14])[CH2:19][CH2:18]2)=[CH:10][CH:9]=[CH:8][C:3]=1[C:4]([O:6][CH3:7])=[O:5]. The yield is 0.350. (7) No catalyst specified. The product is [Cl:31][C:28]1[CH:29]=[CH:30][C:25]([C:24]([OH:36])=[O:23])=[C:26]([O:32][CH2:33][CH2:34][N:19]2[CH2:18][CH2:17][CH:16]([C:9]3[C:10]4[C:11](=[N:12][CH:13]=[CH:14][CH:15]=4)[N:7]([CH2:6][C:3]4[CH:4]=[CH:5][O:1][CH:2]=4)[CH:8]=3)[CH2:21][CH2:20]2)[CH:27]=1. The yield is 0.100. The reactants are [O:1]1[CH:5]=[CH:4][C:3]([CH2:6][N:7]2[C:11]3=[N:12][CH:13]=[CH:14][CH:15]=[C:10]3[C:9]([CH:16]3[CH2:21][CH2:20][NH:19][CH2:18][CH2:17]3)=[CH:8]2)=[CH:2]1.C[O:23][C:24](=[O:36])[C:25]1[CH:30]=[CH:29][C:28]([Cl:31])=[CH:27][C:26]=1[O:32][CH2:33][CH2:34]Cl. (8) The reactants are [Cl:1][C:2]1[C:9]([CH3:10])=[C:8]([N:11]2[CH2:15][CH:14]=[CH:13][S:12]2(=[O:17])=[O:16])[CH:7]=[CH:6][C:3]=1[C:4]#[N:5].[CH:18]1[CH2:22][CH:21]=[CH:20][CH:19]=1.[Cl-].C([Al+]CC)C. The catalyst is C1(C)C=CC=CC=1. The product is [Cl:1][C:2]1[C:9]([CH3:10])=[C:8]([N:11]2[CH2:15][C@@H:14]3[C@@H:13]([C@H:22]4[CH2:21][C@@H:20]3[CH:19]=[CH:18]4)[S:12]2(=[O:17])=[O:16])[CH:7]=[CH:6][C:3]=1[C:4]#[N:5]. The yield is 0.850. (9) The reactants are [Br:1][C:2]1[S:6][C:5]([NH2:7])=[N:4][CH:3]=1.[CH:8]([O:11][C:12]1[CH:13]=[C:14]([CH:18]=[C:19]([O:21][C:22]2[CH:27]=[CH:26][CH:25]=[CH:24][CH:23]=2)[CH:20]=1)[C:15](O)=[O:16])([CH3:10])[CH3:9]. No catalyst specified. The product is [CH:8]([O:11][C:12]1[CH:13]=[C:14]([CH:18]=[C:19]([O:21][C:22]2[CH:27]=[CH:26][CH:25]=[CH:24][CH:23]=2)[CH:20]=1)[C:15]([NH:7][C:5]1[S:6][C:2]([Br:1])=[CH:3][N:4]=1)=[O:16])([CH3:10])[CH3:9]. The yield is 0.820. (10) The catalyst is O1CCCC1.O. The product is [CH2:3]([O:7][C:8]1[CH:9]=[CH:10][C:11]([C:12]([NH:14][CH2:15][C@H:16]([N:21]2[CH2:26][CH2:25][N:24]([S:27]([CH3:30])(=[O:29])=[O:28])[CH2:23][CH2:22]2)[C:17]([OH:19])=[O:18])=[O:13])=[CH:31][CH:32]=1)[C:4]#[C:5][CH3:6]. The yield is 0.720. The reactants are [OH-].[Li+].[CH2:3]([O:7][C:8]1[CH:32]=[CH:31][C:11]([C:12]([NH:14][CH2:15][C@H:16]([N:21]2[CH2:26][CH2:25][N:24]([S:27]([CH3:30])(=[O:29])=[O:28])[CH2:23][CH2:22]2)[C:17]([O:19]C)=[O:18])=[O:13])=[CH:10][CH:9]=1)[C:4]#[C:5][CH3:6].